From a dataset of Peptide-MHC class I binding affinity with 185,985 pairs from IEDB/IMGT. Regression. Given a peptide amino acid sequence and an MHC pseudo amino acid sequence, predict their binding affinity value. This is MHC class I binding data. (1) The peptide sequence is EVEHRTRVR. The MHC is HLA-A26:02 with pseudo-sequence HLA-A26:02. The binding affinity (normalized) is 0.0847. (2) The peptide sequence is RTFGCSWEF. The MHC is HLA-A01:01 with pseudo-sequence HLA-A01:01. The binding affinity (normalized) is 0.0847. (3) The peptide sequence is KTSTLIFFV. The MHC is HLA-A02:01 with pseudo-sequence HLA-A02:01. The binding affinity (normalized) is 0.997. (4) The peptide sequence is GQFNRYAAM. The binding affinity (normalized) is 0.625. The MHC is HLA-B15:01 with pseudo-sequence HLA-B15:01. (5) The peptide sequence is EANASAQTK. The MHC is HLA-A68:01 with pseudo-sequence HLA-A68:01. The binding affinity (normalized) is 0.694.